The task is: Predict the reactants needed to synthesize the given product.. This data is from Full USPTO retrosynthesis dataset with 1.9M reactions from patents (1976-2016). Given the product [CH2:1]([O:8][C:9]1[CH:14]=[CH:13][C:12]([C@@H:15]([OH:18])[CH2:16][NH:42][CH2:41][CH2:40][CH:39]([C:36]2[CH:35]=[CH:34][C:33]([O:32][CH3:31])=[CH:38][CH:37]=2)[C:43]2[CH:44]=[CH:45][C:46]([O:49][CH3:50])=[CH:47][CH:48]=2)=[CH:11][C:10]=1[NH:26][S:27]([CH3:30])(=[O:28])=[O:29])[C:2]1[CH:3]=[CH:4][CH:5]=[CH:6][CH:7]=1, predict the reactants needed to synthesize it. The reactants are: [CH2:1]([O:8][C:9]1[CH:14]=[CH:13][C:12]([C@@H:15]([O:18][Si](CC)(CC)CC)[CH2:16]I)=[CH:11][C:10]=1[NH:26][S:27]([CH3:30])(=[O:29])=[O:28])[C:2]1[CH:7]=[CH:6][CH:5]=[CH:4][CH:3]=1.[CH3:31][O:32][C:33]1[CH:38]=[CH:37][C:36]([CH:39]([C:43]2[CH:48]=[CH:47][C:46]([O:49][CH3:50])=[CH:45][CH:44]=2)[CH2:40][CH2:41][NH2:42])=[CH:35][CH:34]=1.C(N(CC)C(C)C)(C)C.Cl.